Dataset: Full USPTO retrosynthesis dataset with 1.9M reactions from patents (1976-2016). Task: Predict the reactants needed to synthesize the given product. (1) Given the product [CH2:1]([C:3]1([C:13]2[C:21]3[C:16](=[C:17]([N+:22]([O-:24])=[O:23])[CH:18]=[CH:19][CH:20]=3)[N:15]([CH3:25])[CH:14]=2)[C:11]2[C:6](=[CH:7][C:8]([F:12])=[CH:9][CH:10]=2)[CH2:5][CH2:4]1)[CH3:2], predict the reactants needed to synthesize it. The reactants are: [CH2:1]([C:3]1([C:13]2[C:21]3[C:16](=[C:17]([N+:22]([O-:24])=[O:23])[CH:18]=[CH:19][CH:20]=3)[NH:15][CH:14]=2)[C:11]2[C:6](=[CH:7][C:8]([F:12])=[CH:9][CH:10]=2)[CH2:5][CH2:4]1)[CH3:2].[CH3:25][O-].[Na+].IC. (2) Given the product [CH3:11][O:10][C:8]([C:5]1[N:6]=[C:7]2[CH:34]=[C:32]([C:31]([OH:36])=[O:35])[NH:1][C:2]2=[CH:3][CH:4]=1)=[O:9], predict the reactants needed to synthesize it. The reactants are: [NH2:1][C:2]1[CH:3]=[CH:4][C:5]([C:8]([O:10][CH3:11])=[O:9])=[N:6][CH:7]=1.C1(P(C2C=CC=CC=2)C2C=CC=CC=2)C=CC=CC=1.[C:31]([OH:36])(=[O:35])[C:32]([CH3:34])=O.C(N(CC)CC)C. (3) Given the product [N:24]1[CH:25]=[CH:26][CH:27]=[N:28][C:23]=1[CH:11]1[CH2:14][N:13]([C:15]([O:17][C:18]([CH3:21])([CH3:20])[CH3:19])=[O:16])[CH2:12]1, predict the reactants needed to synthesize it. The reactants are: BrCCBr.C[Si](Cl)(C)C.I[CH:11]1[CH2:14][N:13]([C:15]([O:17][C:18]([CH3:21])([CH3:20])[CH3:19])=[O:16])[CH2:12]1.Br[C:23]1[N:28]=[CH:27][CH:26]=[CH:25][N:24]=1. (4) Given the product [C:1]1([CH:7]2[O:17][CH:10]3[CH2:12][CH2:13][O:14][C:9]3([C:15](=[CH2:16])[C:18]([O:21][CH2:22][CH3:23])=[O:20])[CH2:8]2)[CH:6]=[CH:5][CH:4]=[CH:3][CH:2]=1, predict the reactants needed to synthesize it. The reactants are: [C:1]1([CH:7]2O[CH:10]([CH2:12][CH2:13][OH:14])[C:9](=[C:15]=[CH2:16])[CH2:8]2)[CH:6]=[CH:5][CH:4]=[CH:3][CH:2]=1.[OH2:17].[C:18]([O:21][CH2:22][CH3:23])(=[O:20])C. (5) The reactants are: [NH:1]1[C:9]2[C:4](=[N:5][C:6]([C:10](=[O:12])[CH3:11])=[CH:7][CH:8]=2)[CH:3]=[CH:2]1.C1C(=O)N([Cl:20])C(=O)C1. Given the product [Cl:20][C:3]1[C:4]2=[N:5][C:6]([C:10](=[O:12])[CH3:11])=[CH:7][CH:8]=[C:9]2[NH:1][CH:2]=1, predict the reactants needed to synthesize it. (6) Given the product [CH2:37]([O:36][C:35](=[O:44])[NH:34][C:33]1[C:24]([C:22]([NH:21][C:16]2[CH:17]=[N:18][CH:19]=[CH:20][C:15]=2[N:11]2[CH2:12][CH2:13][CH2:14][C@H:9]([NH:8][C:6]([O:5][C:1]([CH3:4])([CH3:2])[CH3:3])=[O:7])[CH2:10]2)=[O:23])=[N:25][C:26]2[C:31]([CH:32]=1)=[CH:30][CH:29]=[C:28]([CH:45]([OH:46])[CH3:47])[CH:27]=2)[C:38]1[CH:39]=[CH:40][CH:41]=[CH:42][CH:43]=1, predict the reactants needed to synthesize it. The reactants are: [C:1]([O:5][C:6]([NH:8][C@H:9]1[CH2:14][CH2:13][CH2:12][N:11]([C:15]2[CH:20]=[CH:19][N:18]=[CH:17][C:16]=2[NH:21][C:22]([C:24]2[C:33]([NH:34][C:35](=[O:44])[O:36][CH2:37][C:38]3[CH:43]=[CH:42][CH:41]=[CH:40][CH:39]=3)=[CH:32][C:31]3[C:26](=[CH:27][C:28]([CH:45]=[O:46])=[CH:29][CH:30]=3)[N:25]=2)=[O:23])[CH2:10]1)=[O:7])([CH3:4])([CH3:3])[CH3:2].[CH2:47]1COCC1.